This data is from Ames mutagenicity test results for genotoxicity prediction. The task is: Regression/Classification. Given a drug SMILES string, predict its toxicity properties. Task type varies by dataset: regression for continuous values (e.g., LD50, hERG inhibition percentage) or binary classification for toxic/non-toxic outcomes (e.g., AMES mutagenicity, cardiotoxicity, hepatotoxicity). Dataset: ames. (1) The molecule is C=CCC1(C(C)C#CCC)C(=O)NC(=O)N(C)C1=O. The result is 0 (non-mutagenic). (2) The compound is NC(Cc1ccc(O)cc1)C(=O)O. The result is 0 (non-mutagenic). (3) The result is 0 (non-mutagenic). The molecule is Cc1cccc(C)c1O. (4) The compound is ON=C1CCCCC1. The result is 1 (mutagenic).